This data is from Reaction yield outcomes from USPTO patents with 853,638 reactions. The task is: Predict the reaction yield, written as a fraction of the theoretical maximum amount of product (1.0 means a 100% yield; for example, 0.34 means a 34% yield). (1) The reactants are [CH3:1][C:2]1([CH3:21])[CH2:7][C:6](=[N:8][NH:9]S(C2C=CC(C)=CC=2)(=O)=O)[CH2:5][C:4](=[O:20])[CH2:3]1.[F:22][C:23]([F:34])([F:33])[C:24](O[C:24](=O)[C:23]([F:34])([F:33])[F:22])=O.CO.O. The catalyst is O1CCCC1.C(N(CC)CC)C.[Cl-].[NH4+]. The product is [CH3:21][C:2]1([CH3:1])[CH2:7][C:6]2[NH:8][N:9]=[C:24]([C:23]([F:34])([F:33])[F:22])[C:5]=2[C:4](=[O:20])[CH2:3]1. The yield is 0.410. (2) The reactants are Br[CH2:2][C:3]([C:5]([F:8])([F:7])[F:6])=O.[CH3:9][O:10][CH2:11][C:12]1[S:16][C:15]([NH2:17])=[N:14][N:13]=1.O. The catalyst is COCCOC. The product is [CH3:9][O:10][CH2:11][C:12]1[S:16][C:15]2=[N:17][C:3]([C:5]([F:8])([F:7])[F:6])=[CH:2][N:14]2[N:13]=1. The yield is 0.470. (3) The reactants are [NH2:1][C:2]1[C:3](=[O:24])[NH:4][C:5]2[C:11]([O:12][C:13]3[C:22]4[C:17](=[CH:18][CH:19]=[CH:20][CH:21]=4)[C:16]([NH2:23])=[CH:15][CH:14]=3)=[CH:10][CH:9]=[N:8][C:6]=2[N:7]=1.[F:25][C:26]1[CH:31]=[CH:30][C:29]([C:32]([F:35])([F:34])[F:33])=[CH:28][C:27]=1[N:36]=[C:37]=[O:38]. The yield is 0.380. The product is [NH2:1][C:2]1[C:3](=[O:24])[NH:4][C:5]2[C:11]([O:12][C:13]3[C:22]4[C:17](=[CH:18][CH:19]=[CH:20][CH:21]=4)[C:16]([NH:23][C:37]([NH:36][C:27]4[CH:28]=[C:29]([C:32]([F:33])([F:35])[F:34])[CH:30]=[CH:31][C:26]=4[F:25])=[O:38])=[CH:15][CH:14]=3)=[CH:10][CH:9]=[N:8][C:6]=2[N:7]=1. No catalyst specified. (4) The reactants are [N+:1]([C:4]1[CH:13]=[C:12]2[C:7]([CH2:8][CH2:9][CH2:10][C:11]2=[N:14]O)=[CH:6][CH:5]=1)([O-])=O. The catalyst is CO. The product is [CH:11]1([NH2:14])[C:12]2[C:7](=[CH:6][CH:5]=[C:4]([NH2:1])[CH:13]=2)[CH2:8][CH2:9][CH2:10]1. The yield is 0.960. (5) The reactants are [Cl:1][C:2]1[N:7]=[C:6](Cl)[C:5]([F:9])=[CH:4][N:3]=1.[CH2:10]([O:14][C:15]1[CH:21]=[CH:20][C:18]([NH2:19])=[CH:17][CH:16]=1)[CH2:11][CH2:12][CH3:13].Cl.[OH-].[Na+]. The catalyst is CC(C)=O.O. The product is [Cl:1][C:2]1[N:7]=[C:6]([NH:19][C:18]2[CH:17]=[CH:16][C:15]([O:14][CH2:10][CH2:11][CH2:12][CH3:13])=[CH:21][CH:20]=2)[C:5]([F:9])=[CH:4][N:3]=1. The yield is 0.800. (6) The reactants are [F:1][C:2]1[CH:7]=[CH:6][C:5]([C:8]2[C:9]([CH2:21][O:22][C:23]3[CH:28]=[CH:27][CH:26]=[CH:25][C:24]=3[CH2:29][C:30]([O:32]C)=[O:31])=[C:10]3[C:15](=[CH:16][CH:17]=2)[NH:14][C:13]([CH3:19])([CH3:18])[CH:12]=[C:11]3[CH3:20])=[C:4]([O:34][CH3:35])[CH:3]=1.C(OCC)(=O)C. The catalyst is CO.O1CCCC1.[OH-].[Na+]. The product is [C:30]([CH2:29][C:24]1[CH:25]=[CH:26][CH:27]=[CH:28][C:23]=1[O:22][CH2:21][C:9]1[C:8]([C:5]2[CH:6]=[CH:7][C:2]([F:1])=[CH:3][C:4]=2[O:34][CH3:35])=[CH:17][CH:16]=[C:15]2[C:10]=1[C:11]([CH3:20])=[CH:12][C:13]([CH3:18])([CH3:19])[NH:14]2)([OH:32])=[O:31]. The yield is 0.890. (7) The reactants are [CH2:1]([C:3]1[C:4]([NH:12][C@@H:13]2[C:21]3[C:16](=[CH:17][CH:18]=[CH:19][CH:20]=3)[CH2:15][C@@H:14]2[OH:22])=[N:5][C:6]([CH2:10][CH3:11])=[C:7](I)[N:8]=1)[CH3:2].C([O-])([O-])=O.[Cs+].[Cs+].[OH:29][C:30]1[CH:35]=[C:34]([CH3:36])[CH:33]=[CH:32][N:31]=1.CNCCNC. The catalyst is CCOC(C)=O.[Cu]I.CN(C=O)C. The product is [CH2:1]([C:3]1[C:4]([NH:12][C@@H:13]2[C:21]3[C:16](=[CH:17][CH:18]=[CH:19][CH:20]=3)[CH2:15][C@@H:14]2[OH:22])=[N:5][C:6]([CH2:10][CH3:11])=[C:7]([O:29][C:30]2[CH:35]=[C:34]([CH3:36])[CH:33]=[CH:32][N:31]=2)[N:8]=1)[CH3:2]. The yield is 0.440.